This data is from Catalyst prediction with 721,799 reactions and 888 catalyst types from USPTO. The task is: Predict which catalyst facilitates the given reaction. (1) Reactant: N([O-])=O.[Na+].N[C:6]1[N:11]=[C:10]([NH:12][S:13]([C:16]2[CH:21]=[CH:20][CH:19]=[C:18]([Cl:22])[C:17]=2[Cl:23])(=[O:15])=[O:14])[C:9]([O:24][CH3:25])=[N:8][C:7]=1[F:26].[BrH:27]. Product: [Br:27][C:6]1[N:11]=[C:10]([NH:12][S:13]([C:16]2[CH:21]=[CH:20][CH:19]=[C:18]([Cl:22])[C:17]=2[Cl:23])(=[O:15])=[O:14])[C:9]([O:24][CH3:25])=[N:8][C:7]=1[F:26]. The catalyst class is: 10. (2) Reactant: [NH2:1][C:2]1[C:10]([F:11])=[CH:9][CH:8]=[CH:7][C:3]=1[C:4]([OH:6])=[O:5].[Br:12]Br.Br. Product: [NH2:1][C:2]1[C:10]([F:11])=[CH:9][C:8]([Br:12])=[CH:7][C:3]=1[C:4]([OH:6])=[O:5]. The catalyst class is: 22. (3) The catalyst class is: 14. Reactant: CO[C:3](=[O:18])[C:4]1[CH:9]=[C:8]([Cl:10])[CH:7]=[CH:6][C:5]=1[NH:11][C:12](=[O:17])[CH2:13][C:14](=[O:16])[CH3:15].[O-]CC.[Na+]. Product: [C:14]([CH:13]1[C:3](=[O:18])[C:4]2[C:5](=[CH:6][CH:7]=[C:8]([Cl:10])[CH:9]=2)[NH:11][C:12]1=[O:17])(=[O:16])[CH3:15]. (4) Reactant: [F:1][CH:2]([F:35])[C:3]1[N:7]([C:8]2[N:13]=[C:12]3[N:14]([CH:17]4[CH2:22][CH2:21][NH:20][CH2:19][CH2:18]4)[N:15]=[CH:16][C:11]3=[C:10]([N:23]3[CH2:28][CH2:27][O:26][CH2:25][CH2:24]3)[N:9]=2)[C:6]2[CH:29]=[CH:30][CH:31]=[C:32]([O:33][CH3:34])[C:5]=2[N:4]=1.C([O-])([O-])=O.[K+].[K+].[CH3:42][S:43](Cl)(=[O:45])=[O:44]. Product: [F:35][CH:2]([F:1])[C:3]1[N:7]([C:8]2[N:13]=[C:12]3[N:14]([CH:17]4[CH2:22][CH2:21][N:20]([S:43]([CH3:42])(=[O:45])=[O:44])[CH2:19][CH2:18]4)[N:15]=[CH:16][C:11]3=[C:10]([N:23]3[CH2:24][CH2:25][O:26][CH2:27][CH2:28]3)[N:9]=2)[C:6]2[CH:29]=[CH:30][CH:31]=[C:32]([O:33][CH3:34])[C:5]=2[N:4]=1. The catalyst class is: 34. (5) Reactant: [Si]([O:18][CH2:19][CH2:20][CH:21]([C:30]1[C:34]([CH:35]2[CH2:37][CH2:36]2)=[C:33]([CH:38]2[CH2:41][CH:40]([CH2:42][CH:43]([CH3:45])[CH3:44])[CH2:39]2)[O:32][N:31]=1)[CH2:22][C:23]([O:25][C:26]([CH3:29])([CH3:28])[CH3:27])=[O:24])(C(C)(C)C)(C1C=CC=CC=1)C1C=CC=CC=1.O1CCCC1.[F-].C([N+](CCCC)(CCCC)CCCC)CCC. Product: [CH:35]1([C:34]2[C:30]([CH:21]([CH2:20][CH2:19][OH:18])[CH2:22][C:23]([O:25][C:26]([CH3:28])([CH3:27])[CH3:29])=[O:24])=[N:31][O:32][C:33]=2[CH:38]2[CH2:39][CH:40]([CH2:42][CH:43]([CH3:45])[CH3:44])[CH2:41]2)[CH2:36][CH2:37]1. The catalyst class is: 86. (6) Reactant: [C:1]1([S:7]([NH:10][C:11](=[O:15])OCC)(=[O:9])=[O:8])[CH:6]=[CH:5][CH:4]=[CH:3][CH:2]=1.[CH2:16]([NH:18][NH:19][C:20]([O:22][CH2:23][C:24]1[CH:29]=[CH:28][CH:27]=[CH:26][CH:25]=1)=[O:21])[CH3:17]. Product: [CH2:16]([N:18]([C:11](=[O:15])[NH:10][S:7]([C:1]1[CH:2]=[CH:3][CH:4]=[CH:5][CH:6]=1)(=[O:8])=[O:9])[NH:19][C:20]([O:22][CH2:23][C:24]1[CH:29]=[CH:28][CH:27]=[CH:26][CH:25]=1)=[O:21])[CH3:17]. The catalyst class is: 11. (7) Reactant: [NH:1](C(OC(C)(C)C)=O)[C@H:2]([C:11]([NH:13][C@H:14]([C:24]([OH:26])=[O:25])[CH2:15][S:16][CH2:17][C:18]1[CH:23]=[CH:22][CH:21]=[CH:20][CH:19]=1)=[O:12])[CH2:3][C:4](=[O:10])[O:5]C(C)(C)C. Product: [NH2:1][C@H:2]([C:11]([NH:13][C@H:14]([C:24]([OH:26])=[O:25])[CH2:15][S:16][CH2:17][C:18]1[CH:19]=[CH:20][CH:21]=[CH:22][CH:23]=1)=[O:12])[CH2:3][C:4](=[O:5])[OH:10]. The catalyst class is: 67. (8) Reactant: Cl[CH2:2][CH2:3][O:4][C:5]1[CH:13]=[C:12]2[C:8]([C:9]([S:14]([C:17]3[C:26]4[C:21](=[CH:22][CH:23]=[CH:24][CH:25]=4)[CH:20]=[CH:19][CH:18]=3)(=[O:16])=[O:15])=[N:10][NH:11]2)=[CH:7][CH:6]=1.[N-:27]=[N+:28]=[N-:29].[Na+]. Product: [N:27]([CH2:2][CH2:3][O:4][C:5]1[CH:13]=[C:12]2[C:8]([C:9]([S:14]([C:17]3[C:26]4[C:21](=[CH:22][CH:23]=[CH:24][CH:25]=4)[CH:20]=[CH:19][CH:18]=3)(=[O:16])=[O:15])=[N:10][NH:11]2)=[CH:7][CH:6]=1)=[N+:28]=[N-:29]. The catalyst class is: 58. (9) Reactant: ClC1C=CC=C(C(OO)=[O:9])C=1Cl.[C:13]([NH:17][C:18]([C:20]1[CH:24]=[C:23]([C:25]2[CH:30]=[CH:29][CH:28]=[CH:27][N:26]=2)[N:22]([C:31]2[S:32][C:33]([S:36][CH2:37][CH3:38])=[N:34][N:35]=2)[N:21]=1)=[O:19])([CH3:16])([CH3:15])[CH3:14].S([O-])([O-])(=O)=S.[Na+].[Na+].C(=O)(O)[O-].[Na+]. Product: [C:13]([NH:17][C:18]([C:20]1[CH:24]=[C:23]([C:25]2[CH:30]=[CH:29][CH:28]=[CH:27][N:26]=2)[N:22]([C:31]2[S:32][C:33]([S:36]([CH2:37][CH3:38])=[O:9])=[N:34][N:35]=2)[N:21]=1)=[O:19])([CH3:16])([CH3:15])[CH3:14]. The catalyst class is: 526. (10) Reactant: [C:1]([O:5][C:6]([N:8]1[CH2:11][CH:10]([NH:12][C:13]2[CH:18]=[C:17]([F:19])[CH:16]=[CH:15][C:14]=2[NH:20][C:21](=O)[C@@H:22]([NH:24][C:25]([O:27][CH2:28][C:29]2[CH:34]=[CH:33][CH:32]=[CH:31][CH:30]=2)=[O:26])[CH3:23])[CH2:9]1)=[O:7])([CH3:4])([CH3:3])[CH3:2]. Product: [C:1]([O:5][C:6]([N:8]1[CH2:11][CH:10]([N:12]2[C:13]3[CH:18]=[C:17]([F:19])[CH:16]=[CH:15][C:14]=3[N:20]=[C:21]2[C@@H:22]([NH:24][C:25]([O:27][CH2:28][C:29]2[CH:34]=[CH:33][CH:32]=[CH:31][CH:30]=2)=[O:26])[CH3:23])[CH2:9]1)=[O:7])([CH3:4])([CH3:3])[CH3:2]. The catalyst class is: 52.